Dataset: Rat liver microsome stability data. Task: Regression/Classification. Given a drug SMILES string, predict its absorption, distribution, metabolism, or excretion properties. Task type varies by dataset: regression for continuous measurements (e.g., permeability, clearance, half-life) or binary classification for categorical outcomes (e.g., BBB penetration, CYP inhibition). Dataset: rlm. (1) The compound is Cc1cc(C)c2nc(-c3ccccn3)cc(C(=O)Nc3ccc(S(=O)(=O)Nc4onc(C)c4C)cc3)c2c1. The result is 0 (unstable in rat liver microsomes). (2) The result is 1 (stable in rat liver microsomes). The drug is O=C(Oc1cccc(N2CCS(=O)(=O)CC2)c1)N1CCC(c2ccc(OC(F)(F)F)cc2)CC1. (3) The molecule is Cc1ccc(CC(=O)Nc2nc(-c3ccc4c(c3)CCN4C(=O)c3ccccc3C)c(C)s2)cc1C. The result is 1 (stable in rat liver microsomes).